This data is from Catalyst prediction with 721,799 reactions and 888 catalyst types from USPTO. The task is: Predict which catalyst facilitates the given reaction. (1) Reactant: [CH:1]1([CH2:6][N:7]([CH2:38][CH3:39])[C:8]2[N:13]=[C:12]3[N:14]([CH3:18])[N:15]=[C:16]([CH3:17])[C:11]3=[CH:10][C:9]=2[CH2:19][N:20]([CH2:23][C:24]2[CH:29]=[C:28]([C:30]([F:33])([F:32])[F:31])[CH:27]=[C:26]([C:34]([F:37])([F:36])[F:35])[CH:25]=2)[C:21]#[N:22])[CH2:5][CH2:4][CH2:3][CH2:2]1.[OH:40]O.[OH-].[K+].O. Product: [F:33][C:30]([F:31])([F:32])[C:28]1[CH:29]=[C:24]([CH:25]=[C:26]([C:34]([F:35])([F:36])[F:37])[CH:27]=1)[CH2:23][N:20]([CH2:19][C:9]1[CH:10]=[C:11]2[C:16]([CH3:17])=[N:15][N:14]([CH3:18])[C:12]2=[N:13][C:8]=1[N:7]([CH2:6][CH:1]1[CH2:2][CH2:3][CH2:4][CH2:5]1)[CH2:38][CH3:39])[C:21]([NH2:22])=[O:40]. The catalyst class is: 8. (2) Reactant: [H-].[Na+].C(N(CC)CC)C.[O:10]=[C:11]1[NH:20][CH:19]([C:21]2[CH:28]=[CH:27][C:24]([C:25]#[N:26])=[CH:23][CH:22]=2)[C:18]2[C:17](=[O:29])[CH2:16][CH2:15][CH2:14][C:13]=2[N:12]1[C:30]1[CH:35]=[CH:34][CH:33]=[C:32]([C:36]([F:39])([F:38])[F:37])[CH:31]=1.[CH3:40][S:41](Cl)(=[O:43])=[O:42]. Product: [CH3:40][S:41]([N:20]1[CH:19]([C:21]2[CH:22]=[CH:23][C:24]([C:25]#[N:26])=[CH:27][CH:28]=2)[C:18]2[C:17](=[O:29])[CH2:16][CH2:15][CH2:14][C:13]=2[N:12]([C:30]2[CH:35]=[CH:34][CH:33]=[C:32]([C:36]([F:39])([F:37])[F:38])[CH:31]=2)[C:11]1=[O:10])(=[O:43])=[O:42]. The catalyst class is: 7. (3) Reactant: C([N:8]1[CH2:13][CH2:12][CH:11]([O:14][CH:15]([C:24]2[CH:29]=[CH:28][C:27]([Cl:30])=[CH:26][CH:25]=2)[C:16]2[CH:21]=[CH:20][C:19]([Cl:22])=[CH:18][C:17]=2[Cl:23])[CH2:10][CH2:9]1)C1C=CC=CC=1.ClC(OC(Cl)C)=O. Product: [Cl:23][C:17]1[CH:18]=[C:19]([Cl:22])[CH:20]=[CH:21][C:16]=1[CH:15]([O:14][CH:11]1[CH2:10][CH2:9][NH:8][CH2:13][CH2:12]1)[C:24]1[CH:29]=[CH:28][C:27]([Cl:30])=[CH:26][CH:25]=1. The catalyst class is: 26. (4) Reactant: [Si:1]([O:8][C@@H:9]1[C@@:26]2([CH3:27])[C:13](=[CH:14][CH2:15][C@@H:16]3[C@@H:25]2[CH2:24][CH2:23][C@@:21]2([CH3:22])[C@H:17]3[CH2:18][CH2:19][C:20]2=[CH2:28])[CH2:12][C@@H:11]([O:29][Si:30]([C:33]([CH3:36])([CH3:35])[CH3:34])([CH3:32])[CH3:31])[CH2:10]1)([C:4]([CH3:7])([CH3:6])[CH3:5])([CH3:3])[CH3:2].C12BC(CCC1)CCC2.[OH-:46].[Na+].OO. Product: [Si:1]([O:8][C@@H:9]1[C@@:26]2([CH3:27])[C:13](=[CH:14][CH2:15][C@@H:16]3[C@@H:25]2[CH2:24][CH2:23][C@@:21]2([CH3:22])[C@H:17]3[CH2:18][CH2:19][C@@H:20]2[CH2:28][OH:46])[CH2:12][C@@H:11]([O:29][Si:30]([C:33]([CH3:36])([CH3:35])[CH3:34])([CH3:31])[CH3:32])[CH2:10]1)([C:4]([CH3:7])([CH3:6])[CH3:5])([CH3:3])[CH3:2]. The catalyst class is: 5. (5) Reactant: [CH3:1][C:2]1[CH:10]=[C:9]([CH3:11])[CH:8]=[C:7]2[C:3]=1[CH:4]=[CH:5][NH:6]2.[C:12]([BH3-])#N.[Na+].[C:16](=[O:19])(O)[O-].[Na+]. Product: [C:16]([N:6]1[C:7]2[C:3](=[C:2]([CH3:1])[CH:10]=[C:9]([CH3:11])[CH:8]=2)[CH2:4][CH2:5]1)(=[O:19])[CH3:12]. The catalyst class is: 15. (6) Reactant: [Br:1][CH2:2][C:3]1[CH:8]=[CH:7][C:6]([S:9](Cl)(=[O:11])=[O:10])=[CH:5][CH:4]=1.[NH:13]1[CH2:18][CH2:17][O:16][CH2:15][CH2:14]1.C(N(CC)CC)C. Product: [Br:1][CH2:2][C:3]1[CH:8]=[CH:7][C:6]([S:9]([N:13]2[CH2:18][CH2:17][O:16][CH2:15][CH2:14]2)(=[O:11])=[O:10])=[CH:5][CH:4]=1. The catalyst class is: 280. (7) Reactant: [I:1][C:2]1[C:10]2[C:5](=[CH:6][CH:7]=[C:8]([N+:11]([O-:13])=[O:12])[CH:9]=2)[NH:4][N:3]=1.[H-].[Na+].[C:16](Cl)([C:29]1[CH:34]=[CH:33][CH:32]=[CH:31][CH:30]=1)([C:23]1[CH:28]=[CH:27][CH:26]=[CH:25][CH:24]=1)[C:17]1[CH:22]=[CH:21][CH:20]=[CH:19][CH:18]=1.O. Product: [I:1][C:2]1[C:10]2[C:5](=[CH:6][CH:7]=[C:8]([N+:11]([O-:13])=[O:12])[CH:9]=2)[N:4]([C:16]([C:17]2[CH:22]=[CH:21][CH:20]=[CH:19][CH:18]=2)([C:29]2[CH:30]=[CH:31][CH:32]=[CH:33][CH:34]=2)[C:23]2[CH:24]=[CH:25][CH:26]=[CH:27][CH:28]=2)[N:3]=1. The catalyst class is: 54.